Dataset: Full USPTO retrosynthesis dataset with 1.9M reactions from patents (1976-2016). Task: Predict the reactants needed to synthesize the given product. Given the product [OH:12][C:13]1[CH:21]=[C:20]2[C:16]([C:17](=[O:23])[C:18](=[O:22])[NH:19]2)=[C:15]([NH:24][C:25](=[O:27])[CH3:26])[CH:14]=1.[CH3:9][C:7]1[O:8][C:4]2[C:5](=[CH:10][C:11]3[C:14](=[N:35][NH:34][C:33]4[CH:28]=[CH:29][C:30]([S:36]([NH2:39])(=[O:37])=[O:38])=[CH:31][CH:32]=4)[C:13](=[O:12])[NH:1][C:2]=3[CH:3]=2)[N:6]=1, predict the reactants needed to synthesize it. The reactants are: [NH2:1][C:2]1[CH:11]=[CH:10][C:5]2[N:6]=[C:7]([CH3:9])[O:8][C:4]=2[CH:3]=1.[OH:12][C:13]1[CH:21]=[C:20]2[C:16]([C:17](=[O:23])[C:18](=[O:22])[NH:19]2)=[C:15]([NH:24][C:25](=[O:27])[CH3:26])[CH:14]=1.[CH:28]1[C:33]([NH:34][NH2:35])=[CH:32][CH:31]=[C:30]([S:36]([NH2:39])(=[O:38])=[O:37])[CH:29]=1.Cl.